Dataset: Forward reaction prediction with 1.9M reactions from USPTO patents (1976-2016). Task: Predict the product of the given reaction. (1) Given the reactants O=C[C@@H]([C@H]([C@@H]([C@@H](CO)O)O)O)O.[O:13]=[C:14]([O-:23])[C@H:15]([C@@H:17]([C@@H:19]([CH2:21][OH:22])[OH:20])[OH:18])[OH:16].[OH-].[K+:25].O=O.O.O=C[C@@H]([C@H]([C@@H]([C@@H](CO)O)O)O)O, predict the reaction product. The product is: [O:13]=[C:14]([O-:23])[C@H:15]([C@@H:17]([C@@H:19]([CH2:21][OH:22])[OH:20])[OH:18])[OH:16].[K+:25]. (2) Given the reactants CS(C)=O.C(Cl)(=O)C(Cl)=O.[CH2:11]([O:18][CH:19]1[CH2:25][O:24][CH2:23][CH:22]([OH:26])[CH2:21][CH2:20]1)[C:12]1[CH:17]=[CH:16][CH:15]=[CH:14][CH:13]=1.C(N(CC)CC)C, predict the reaction product. The product is: [CH2:11]([O:18][CH:19]1[CH2:25][O:24][CH2:23][C:22](=[O:26])[CH2:21][CH2:20]1)[C:12]1[CH:13]=[CH:14][CH:15]=[CH:16][CH:17]=1. (3) Given the reactants [N:1]1[CH:6]=[CH:5][C:4]([C:7]2[O:11][CH:10]=[N:9][N:8]=2)=[CH:3][CH:2]=1.[Li]CCCC.[N:17]#N.CCOCC.[C:24]([C:31](N)([CH2:34][CH3:35])[CH:32]=[O:33])([O:26][C:27]([CH3:30])([CH3:29])[CH3:28])=[O:25], predict the reaction product. The product is: [C:24]([CH:31]([CH2:34][CH3:35])[C@@:32]([NH2:17])([C:10]1[O:11][C:7]([C:4]2[CH:3]=[CH:2][N:1]=[CH:6][CH:5]=2)=[N:8][N:9]=1)[OH:33])([O:26][C:27]([CH3:30])([CH3:29])[CH3:28])=[O:25]. (4) Given the reactants [C:1]1([C:7]([C:28]2[CH:33]=[CH:32][CH:31]=[CH:30][CH:29]=2)=[CH:8][CH:9]2[N:18]([CH2:19][CH2:20][N:21]3[CH2:26][CH2:25][CH2:24][CH2:23][CH2:22]3)[C:17](=[O:27])[C:16]3[C:11](=[CH:12][CH:13]=[CH:14][CH:15]=3)[NH:10]2)[CH:6]=[CH:5][CH:4]=[CH:3][CH:2]=1.C(C1C(=O)C(Cl)=C(Cl)C(=O)C=1C#N)#N, predict the reaction product. The product is: [C:28]1([C:7]([C:1]2[CH:6]=[CH:5][CH:4]=[CH:3][CH:2]=2)=[CH:8][C:9]2[N:18]([CH2:19][CH2:20][N:21]3[CH2:22][CH2:23][CH2:24][CH2:25][CH2:26]3)[C:17](=[O:27])[C:16]3[CH:15]=[CH:14][CH:13]=[CH:12][C:11]=3[N:10]=2)[CH:29]=[CH:30][CH:31]=[CH:32][CH:33]=1. (5) The product is: [Si:1]([O:18][CH2:19][C:20]1[O:24][C:23]([C:25]2[CH:26]=[CH:27][CH:28]=[CH:29][CH:30]=2)=[N:22][C:21]=1[CH2:31][OH:32])([C:14]([CH3:15])([CH3:16])[CH3:17])([C:8]1[CH:9]=[CH:10][CH:11]=[CH:12][CH:13]=1)[C:2]1[CH:7]=[CH:6][CH:5]=[CH:4][CH:3]=1. Given the reactants [Si:1]([O:18][CH2:19][C:20]1[O:24][C:23]([C:25]2[CH:30]=[CH:29][CH:28]=[CH:27][CH:26]=2)=[N:22][C:21]=1[CH2:31][O:32]COC)([C:14]([CH3:17])([CH3:16])[CH3:15])([C:8]1[CH:13]=[CH:12][CH:11]=[CH:10][CH:9]=1)[C:2]1[CH:7]=[CH:6][CH:5]=[CH:4][CH:3]=1.C[Si](Br)(C)C.C(=O)([O-])O.[Na+], predict the reaction product. (6) The product is: [O:16]1[CH:20]=[CH:19][C:18]([CH2:21][NH:15][CH2:14][CH2:13][CH2:12][NH:11][C:2]2[CH:3]=[CH:4][C:5]3[C:10](=[CH:9][CH:8]=[CH:7][CH:6]=3)[N:1]=2)=[CH:17]1. Given the reactants [N:1]1[C:10]2[C:5](=[CH:6][CH:7]=[CH:8][CH:9]=2)[CH:4]=[CH:3][C:2]=1[NH:11][CH2:12][CH2:13][CH2:14][NH2:15].[O:16]1[CH:20]=[CH:19][C:18]([CH:21]=O)=[CH:17]1, predict the reaction product.